Dataset: Full USPTO retrosynthesis dataset with 1.9M reactions from patents (1976-2016). Task: Predict the reactants needed to synthesize the given product. (1) Given the product [CH2:1]([O:8][C:9]([N:11]1[CH2:16][CH:15]([O:17][Si:18]([CH:19]([CH3:20])[CH3:21])([CH:25]([CH3:27])[CH3:26])[CH:22]([CH3:24])[CH3:23])[CH:14]([C:28]2[CH:29]=[CH:30][C:31]([CH:34]([O:38][C:65](=[O:66])[CH2:64][O:63][CH3:62])[CH:35]([CH3:37])[CH3:36])=[CH:32][CH:33]=2)[CH:13]([O:39][CH2:40][C:41]2[CH:42]=[CH:43][C:44]3[O:49][CH2:48][CH2:47][N:46]([CH2:50][CH2:51][CH2:52][O:53][CH3:54])[C:45]=3[CH:55]=2)[CH2:12]1)=[O:10])[C:2]1[CH:7]=[CH:6][CH:5]=[CH:4][CH:3]=1, predict the reactants needed to synthesize it. The reactants are: [CH2:1]([O:8][C:9]([N:11]1[CH2:16][CH:15]([O:17][Si:18]([CH:25]([CH3:27])[CH3:26])([CH:22]([CH3:24])[CH3:23])[CH:19]([CH3:21])[CH3:20])[CH:14]([C:28]2[CH:33]=[CH:32][C:31]([CH:34]([OH:38])[CH:35]([CH3:37])[CH3:36])=[CH:30][CH:29]=2)[CH:13]([O:39][CH2:40][C:41]2[CH:42]=[CH:43][C:44]3[O:49][CH2:48][CH2:47][N:46]([CH2:50][CH2:51][CH2:52][O:53][CH3:54])[C:45]=3[CH:55]=2)[CH2:12]1)=[O:10])[C:2]1[CH:7]=[CH:6][CH:5]=[CH:4][CH:3]=1.N1C=CC=CC=1.[CH3:62][O:63][CH2:64][C:65](Cl)=[O:66]. (2) The reactants are: [CH2:1]([NH:3][C:4]1[N:12]=[C:11]([C:13]([F:16])([F:15])[F:14])[CH:10]=[CH:9][C:5]=1[C:6]([OH:8])=O)[CH3:2].CCN=C=NCCCN(C)C.C1C=CC2N(O)N=NC=2C=1.CCN(C(C)C)C(C)C.[CH3:47][C:48]([NH2:52])([C:50]#[CH:51])[CH3:49]. Given the product [CH2:1]([NH:3][C:4]1[N:12]=[C:11]([C:13]([F:16])([F:15])[F:14])[CH:10]=[CH:9][C:5]=1[C:6]([NH:52][C:48]([CH3:49])([C:50]#[CH:51])[CH3:47])=[O:8])[CH3:2], predict the reactants needed to synthesize it. (3) Given the product [O:19]1[CH:20]=[CH:21][C:17]([C:10]2[NH:8][C:4]3=[N:5][CH:6]=[CH:7][C:2]([CH3:1])=[C:3]3[N:9]=2)=[CH:16]1, predict the reactants needed to synthesize it. The reactants are: [CH3:1][C:2]1[CH:7]=[CH:6][N:5]=[C:4]([NH2:8])[C:3]=1[NH2:9].[CH3:10]CCCCC.[C:16]([O:19][CH2:20][CH3:21])(=O)[CH3:17]. (4) Given the product [F:39][C:37]1[CH:36]=[C:20]([CH:19]=[C:18]([CH2:17][NH:16][C:5](=[O:7])[C:4]2[CH:8]=[CH:9][C:10]([C:12]([F:15])([F:14])[F:13])=[CH:11][C:3]=2[O:2][CH3:1])[CH:38]=1)[O:21][C:22]1[CH:34]=[CH:33][C:25]([O:26][C:27]([CH3:31])([CH3:32])[C:28]([OH:30])=[O:29])=[C:24]([CH3:35])[CH:23]=1, predict the reactants needed to synthesize it. The reactants are: [CH3:1][O:2][C:3]1[CH:11]=[C:10]([C:12]([F:15])([F:14])[F:13])[CH:9]=[CH:8][C:4]=1[C:5]([OH:7])=O.[NH2:16][CH2:17][C:18]1[CH:19]=[C:20]([CH:36]=[C:37]([F:39])[CH:38]=1)[O:21][C:22]1[CH:34]=[CH:33][C:25]([O:26][C:27]([CH3:32])([CH3:31])[C:28]([OH:30])=[O:29])=[C:24]([CH3:35])[CH:23]=1. (5) The reactants are: [CH3:1][O:2][C:3](=[O:17])[CH:4]([NH:7][C:8](=[O:16])[C:9]1[CH:14]=[CH:13][CH:12]=[C:11]([Cl:15])[CH:10]=1)[CH2:5]O.BrC(Cl)(Cl)Cl.C1CCN2C(=NCCC2)CC1. Given the product [CH3:1][O:2][C:3]([C:4]1[N:7]=[C:8]([C:9]2[CH:14]=[CH:13][CH:12]=[C:11]([Cl:15])[CH:10]=2)[O:16][CH:5]=1)=[O:17], predict the reactants needed to synthesize it.